From a dataset of Peptide-MHC class II binding affinity with 134,281 pairs from IEDB. Regression. Given a peptide amino acid sequence and an MHC pseudo amino acid sequence, predict their binding affinity value. This is MHC class II binding data. (1) The peptide sequence is SEAQKAAKPAAAATA. The MHC is DRB1_0901 with pseudo-sequence DRB1_0901. The binding affinity (normalized) is 0.388. (2) The MHC is DRB1_1501 with pseudo-sequence DRB1_1501. The binding affinity (normalized) is 0.250. The peptide sequence is EKPGNRNPYENLLYK. (3) The peptide sequence is DCISIGPGSTGLNIT. The MHC is DRB3_0202 with pseudo-sequence DRB3_0202. The binding affinity (normalized) is 0.253. (4) The peptide sequence is YGIFQSTFLGASQRG. The MHC is DRB1_0801 with pseudo-sequence DRB1_0801. The binding affinity (normalized) is 0.593. (5) The peptide sequence is ASYFAADRILPELTE. The MHC is HLA-DPA10103-DPB10301 with pseudo-sequence HLA-DPA10103-DPB10301. The binding affinity (normalized) is 0.350. (6) The peptide sequence is IRDGLQYGWKTWGKN. The MHC is HLA-DQA10601-DQB10402 with pseudo-sequence HLA-DQA10601-DQB10402. The binding affinity (normalized) is 0.356.